Dataset: Reaction yield outcomes from USPTO patents with 853,638 reactions. Task: Predict the reaction yield, written as a fraction of the theoretical maximum amount of product (1.0 means a 100% yield; for example, 0.34 means a 34% yield). (1) The reactants are [OH:1][C:2]1[CH:7]=[CH:6][C:5]([S:8][CH2:9][CH2:10][CH2:11][C:12]([OH:14])=O)=[CH:4][CH:3]=1.[CH3:15][C:16]1[CH:24]=[CH:23][C:19]([CH2:20][NH:21][CH3:22])=[CH:18][CH:17]=1. No catalyst specified. The product is [OH:1][C:2]1[CH:3]=[CH:4][C:5]([S:8][CH2:9][CH2:10][CH2:11][C:12]([N:21]([CH3:22])[CH2:20][C:19]2[CH:23]=[CH:24][C:16]([CH3:15])=[CH:17][CH:18]=2)=[O:14])=[CH:6][CH:7]=1. The yield is 0.500. (2) The reactants are [CH2:1]([P:3]([OH:10])([CH2:5][CH2:6][C:7]([OH:9])=[O:8])=[O:4])[CH3:2].[OH-].[Na+:12]. The catalyst is O. The product is [Na+:12].[CH2:1]([P:3]([OH:10])([CH2:5][CH2:6][C:7]([O-:9])=[O:8])=[O:4])[CH3:2]. The yield is 0.990. (3) The reactants are [NH:1]1[CH2:6][CH2:5][CH2:4][CH:3]([CH2:7][O:8][N:9]=[C:10]2[CH2:15][CH2:14][N:13]([S:16]([C:19]3[CH:24]=[CH:23][C:22]([O:25][C:26]([F:29])([F:28])[F:27])=[CH:21][CH:20]=3)(=[O:18])=[O:17])[CH2:12][CH2:11]2)[CH2:2]1.C(N(CC)CC)C.[C:37](Cl)(=[O:39])[CH3:38]. The catalyst is ClC(Cl)C. The product is [C:37]([N:1]1[CH2:6][CH2:5][CH2:4][CH:3]([CH2:7][O:8][N:9]=[C:10]2[CH2:11][CH2:12][N:13]([S:16]([C:19]3[CH:20]=[CH:21][C:22]([O:25][C:26]([F:28])([F:29])[F:27])=[CH:23][CH:24]=3)(=[O:17])=[O:18])[CH2:14][CH2:15]2)[CH2:2]1)(=[O:39])[CH3:38]. The yield is 0.930. (4) The reactants are [CH2:1]([O:8][C:9]1[CH:13]=[C:12]([C:14]([O:16][CH3:17])=[O:15])[NH:11][N:10]=1)[C:2]1[CH:7]=[CH:6][CH:5]=[CH:4][CH:3]=1.I[CH2:19][CH:20]([CH3:22])[CH3:21].C(=O)([O-])[O-].[K+].[K+].O. The catalyst is CN(C)C=O. The product is [CH2:1]([O:8][C:9]1[CH:13]=[C:12]([C:14]([O:16][CH3:17])=[O:15])[N:11]([CH2:19][CH:20]([CH3:22])[CH3:21])[N:10]=1)[C:2]1[CH:3]=[CH:4][CH:5]=[CH:6][CH:7]=1. The yield is 0.730. (5) The reactants are [CH3:1][O:2][C:3]([C:5]1([C:8]2[CH:13]=[CH:12][C:11]([O:14][CH3:15])=[CH:10][CH:9]=2)[CH2:7][CH2:6]1)=[O:4].[N+:16]([O-])([OH:18])=[O:17].Cl. The catalyst is CC(OC(C)=O)=O.CC(O)=O. The product is [CH3:1][O:2][C:3]([C:5]1([C:8]2[CH:9]=[CH:10][C:11]([O:14][CH3:15])=[C:12]([N+:16]([O-:18])=[O:17])[CH:13]=2)[CH2:6][CH2:7]1)=[O:4]. The yield is 0.980.